From a dataset of Forward reaction prediction with 1.9M reactions from USPTO patents (1976-2016). Predict the product of the given reaction. (1) Given the reactants [CH3:1][C:2]1([CH3:9])[O:6][CH:5]([CH2:7][OH:8])[CH2:4][O:3]1.[H-].[Na+].Br[C:13]1[N:18]=[C:17]([C:19]([OH:21])=[O:20])[CH:16]=[CH:15][CH:14]=1.Cl, predict the reaction product. The product is: [CH3:1][C:2]1([CH3:9])[O:6][CH:5]([CH2:7][O:8][C:13]2[N:18]=[C:17]([C:19]([OH:21])=[O:20])[CH:16]=[CH:15][CH:14]=2)[CH2:4][O:3]1. (2) Given the reactants Br[C:2]1[C:7]([N:8]([CH2:23][O:24][CH3:25])[S:9]([C:12]2[CH:17]=[CH:16][C:15]([Cl:18])=[C:14]([C:19]([F:22])([F:21])[F:20])[CH:13]=2)(=[O:11])=[O:10])=[CH:6][C:5]([Cl:26])=[C:4]([CH3:27])[N:3]=1.C([Mg]Cl)(C)C.[C:33]([Si:37]([CH3:50])([CH3:49])[N:38]1[C:42]2[N:43]=[CH:44][CH:45]=[C:46]([CH:47]=[O:48])[C:41]=2[CH:40]=[CH:39]1)([CH3:36])([CH3:35])[CH3:34], predict the reaction product. The product is: [C:33]([Si:37]([CH3:50])([CH3:49])[N:38]1[C:42]2=[N:43][CH:44]=[CH:45][C:46]([CH:47]([OH:48])[C:2]3[C:7]([N:8]([CH2:23][O:24][CH3:25])[S:9]([C:12]4[CH:17]=[CH:16][C:15]([Cl:18])=[C:14]([C:19]([F:22])([F:21])[F:20])[CH:13]=4)(=[O:11])=[O:10])=[CH:6][C:5]([Cl:26])=[C:4]([CH3:27])[N:3]=3)=[C:41]2[CH:40]=[CH:39]1)([CH3:36])([CH3:35])[CH3:34]. (3) Given the reactants [CH3:1][C:2]1[CH:6]=[CH:5][S:4][C:3]=1[C:7]([OH:9])=O.[N+:10]([CH3:13])([O-:12])=[O:11].C(P(=O)(OCC)OCC)#N.C(N(CC)CC)C, predict the reaction product. The product is: [CH3:1][C:2]1[CH:6]=[CH:5][S:4][C:3]=1[C:7]([CH2:13][N+:10]([O-:12])=[O:11])=[O:9]. (4) The product is: [CH3:42][O:41][C:40]([NH:39][C@@H:3]([CH:2]([CH3:44])[CH3:1])[C:4]([N:5]1[CH2:9][CH2:8][CH2:7][C@H:6]1[C:10]1[NH:11][C:12]([C:15]2[CH:24]=[C:23]3[C:18]([C:19]4[CH:28]=[CH:27][C:26]([C:47]5[CH:46]=[CH:68][C:50]6[N:51]=[C:52]([CH:54]7[C@@H:59]8[CH2:60][CH:56]([CH2:57][CH2:58]8)[N:55]7[C:61]([O:63][C:64]([CH3:66])([CH3:65])[CH3:67])=[O:62])[NH:53][C:49]=6[CH:48]=5)=[CH:25][C:20]=4[CH2:21][O:22]3)=[CH:17][CH:16]=2)=[CH:13][N:14]=1)=[O:38])=[O:43].[CH3:42][O:41][C:40]([NH:39][C@@H:3]([CH:2]([CH3:44])[CH3:1])[C:4]([N:5]1[CH2:9][CH2:8][CH2:7][C@H:6]1[C:10]1[NH:11][C:12]([C:15]2[CH:24]=[C:23]3[C:18]([C:19]4[CH:28]=[CH:27][C:26]([C:47]5[CH:46]=[CH:68][C:50]6[N:51]=[C:52]([CH:54]7[CH:59]8[CH2:60][CH:56]([CH2:57][CH2:58]8)[N:55]7[C:61]([O:63][C:64]([CH3:66])([CH3:65])[CH3:67])=[O:62])[NH:53][C:49]=6[CH:48]=5)=[CH:25][C:20]=4[CH2:21][O:22]3)=[CH:17][CH:16]=2)=[CH:13][N:14]=1)=[O:38])=[O:43]. Given the reactants [CH3:1][CH:2]([CH3:44])[CH:3]([NH:39][C:40](=[O:43])[O:41][CH3:42])[C:4](=[O:38])[N:5]1[CH2:9][CH2:8][CH2:7][C@H:6]1[C:10]1[NH:11][C:12]([C:15]2[CH:24]=[C:23]3[C:18]([C:19]4[CH:28]=[CH:27][C:26](B5OC(C)(C)C(C)(C)O5)=[CH:25][C:20]=4[CH2:21][O:22]3)=[CH:17][CH:16]=2)=[CH:13][N:14]=1.Br[C:46]1[CH:47]=[CH:48][C:49]2[N:53]=[C:52]([C@@H:54]3[C@@H:59]4[CH2:60][C@@H:56]([CH2:57][CH2:58]4)[N:55]3[C:61]([O:63][C:64]([CH3:67])([CH3:66])[CH3:65])=[O:62])[NH:51][C:50]=2[CH:68]=1.C(=O)([O-])[O-].[K+].[K+], predict the reaction product. (5) Given the reactants [CH2:1]([C:3]1[C:8](=[O:9])[NH:7][C:6]([CH3:10])=[C:5]([C:11]2[O:15][C:14]([C:16]([OH:18])=O)=[CH:13][CH:12]=2)[CH:4]=1)[CH3:2].[F:19][C:20]1[CH:25]=[CH:24][C:23]([N:26]2[CH2:31][CH2:30][NH:29][CH2:28][CH2:27]2)=[CH:22][CH:21]=1, predict the reaction product. The product is: [CH2:1]([C:3]1[C:8](=[O:9])[NH:7][C:6]([CH3:10])=[C:5]([C:11]2[O:15][C:14]([C:16]([N:29]3[CH2:28][CH2:27][N:26]([C:23]4[CH:22]=[CH:21][C:20]([F:19])=[CH:25][CH:24]=4)[CH2:31][CH2:30]3)=[O:18])=[CH:13][CH:12]=2)[CH:4]=1)[CH3:2].